From a dataset of Full USPTO retrosynthesis dataset with 1.9M reactions from patents (1976-2016). Predict the reactants needed to synthesize the given product. (1) Given the product [CH3:1][N:2]([CH3:31])[C:3]1[N:12]=[C:11]([NH:13][CH2:14][C:15]2[CH:16]=[CH:17][C:18]([NH:21][C:22]([CH:24]3[CH2:29][CH2:28][N:27]([CH2:32][CH:33]([CH3:35])[CH3:34])[CH2:26][CH2:25]3)=[O:23])=[CH:19][CH:20]=2)[C:10]2[C:5](=[CH:6][C:7]([CH3:30])=[CH:8][CH:9]=2)[N:4]=1, predict the reactants needed to synthesize it. The reactants are: [CH3:1][N:2]([CH3:31])[C:3]1[N:12]=[C:11]([NH:13][CH2:14][C:15]2[CH:20]=[CH:19][C:18]([NH:21][C:22]([CH:24]3[CH2:29][CH2:28][NH:27][CH2:26][CH2:25]3)=[O:23])=[CH:17][CH:16]=2)[C:10]2[C:5](=[CH:6][C:7]([CH3:30])=[CH:8][CH:9]=2)[N:4]=1.[CH:32](=O)[CH:33]([CH3:35])[CH3:34]. (2) Given the product [CH3:11][N:10]([CH2:12][CH:13]1[CH2:22][C:21]2[C:16](=[CH:17][C:18]([OH:23])=[CH:19][CH:20]=2)[NH:15][CH2:14]1)[CH3:9], predict the reactants needed to synthesize it. The reactants are: C(=O)([O-])[O-].[K+].[K+].Cl.Cl.[CH3:9][N:10]([CH2:12][CH:13]1[CH2:22][C:21]2[C:16](=[CH:17][C:18]([O:23]C)=[CH:19][CH:20]=2)[NH:15][CH2:14]1)[CH3:11]. (3) Given the product [OH:24][C:19]1[CH:20]=[CH:21][CH:22]=[CH:23][C:18]=1[C:16]1[N:15]=[CH:14][N:13]([CH2:12][CH2:11][CH2:10][CH2:9][CH2:8][CH2:7][CH2:6][C:5]([OH:25])=[O:4])[CH:17]=1, predict the reactants needed to synthesize it. The reactants are: [OH-].[Na+].C[O:4][C:5](=[O:25])[CH2:6][CH2:7][CH2:8][CH2:9][CH2:10][CH2:11][CH2:12][N:13]1[CH:17]=[C:16]([C:18]2[CH:23]=[CH:22][CH:21]=[CH:20][C:19]=2[OH:24])[N:15]=[CH:14]1. (4) Given the product [Cl:1][C:2]1[C:3]([N:4]=[C:17]=[S:18])=[C:5]([Cl:13])[C:6]([O:11][CH3:12])=[CH:7][C:8]=1[O:9][CH3:10], predict the reactants needed to synthesize it. The reactants are: [Cl:1][C:2]1[C:8]([O:9][CH3:10])=[CH:7][C:6]([O:11][CH3:12])=[C:5]([Cl:13])[C:3]=1[NH2:4].ClCCl.[C:17](Cl)(Cl)=[S:18]. (5) Given the product [CH3:1][O:2][C:3](=[O:17])[CH2:4][CH2:5][CH2:6][CH2:7][CH2:8][O:9][C:10]1[CH:15]=[CH:14][C:13]([N:16]=[C:26]=[O:28])=[CH:12][CH:11]=1, predict the reactants needed to synthesize it. The reactants are: [CH3:1][O:2][C:3](=[O:17])[CH2:4][CH2:5][CH2:6][CH2:7][CH2:8][O:9][C:10]1[CH:15]=[CH:14][C:13]([NH2:16])=[CH:12][CH:11]=1.C(N(CC)CC)C.Cl[C:26](Cl)([O:28]C(=O)OC(Cl)(Cl)Cl)Cl.